From a dataset of Forward reaction prediction with 1.9M reactions from USPTO patents (1976-2016). Predict the product of the given reaction. (1) Given the reactants [CH2:1]([S:3][C:4]1[CH:9]=[CH:8][CH:7]=[CH:6][C:5]=1[C:10]1[N:19]([CH3:20])[C:13]2=[N:14][CH:15]=[C:16]([SH:18])[CH:17]=[C:12]2[N:11]=1)[CH3:2].I[CH3:22].[OH-].[K+].[Cl-].[NH4+], predict the reaction product. The product is: [CH2:1]([S:3][C:4]1[CH:9]=[CH:8][CH:7]=[CH:6][C:5]=1[C:10]1[N:19]([CH3:20])[C:13]2=[N:14][CH:15]=[C:16]([S:18][CH3:22])[CH:17]=[C:12]2[N:11]=1)[CH3:2]. (2) The product is: [F:1][C:2]1[CH:3]=[C:4]([C@H:12]2[CH2:17][C@@H:16]([C:18]3[O:22][NH:21][C:20](=[O:23])[CH:19]=3)[CH2:15][CH2:14][N:13]2[C:24]([O:26][CH3:27])=[O:25])[CH:5]=[CH:6][C:7]=1[C:8]([F:11])([F:9])[F:10].[F:1][C:2]1[CH:3]=[C:4]([C@@H:12]2[CH2:17][C@H:16]([C:18]3[O:22][NH:21][C:20](=[O:23])[CH:19]=3)[CH2:15][CH2:14][N:13]2[C:24]([O:26][CH3:27])=[O:25])[CH:5]=[CH:6][C:7]=1[C:8]([F:11])([F:9])[F:10]. Given the reactants [F:1][C:2]1[CH:3]=[C:4]([CH:12]2[CH2:17][CH:16]([C:18]3[O:22][NH:21][C:20](=[O:23])[CH:19]=3)[CH2:15][CH2:14][N:13]2[C:24]([O:26][CH3:27])=[O:25])[CH:5]=[CH:6][C:7]=1[C:8]([F:11])([F:10])[F:9].CCCCCCC.CC(O)C, predict the reaction product. (3) Given the reactants F[C:2]1[CH:3]=[C:4]([CH:7]=[CH:8][C:9]=1[N+:10]([O-:12])=[O:11])[C:5]#[N:6].[C:13]1([C@@H:19]([NH2:21])[CH3:20])[CH:18]=[CH:17][CH:16]=[CH:15][CH:14]=1.C([O-])([O-])=O.[K+].[K+], predict the reaction product. The product is: [N+:10]([C:9]1[CH:8]=[CH:7][C:4]([C:5]#[N:6])=[CH:3][C:2]=1[NH:21][C@H:19]([C:13]1[CH:18]=[CH:17][CH:16]=[CH:15][CH:14]=1)[CH3:20])([O-:12])=[O:11].